Dataset: Full USPTO retrosynthesis dataset with 1.9M reactions from patents (1976-2016). Task: Predict the reactants needed to synthesize the given product. (1) Given the product [Br:20][C:11]1[CH:12]=[C:13]([C:16]([CH3:17])([CH3:18])[CH3:19])[C:14]([OH:15])=[C:9]([C:8]2[NH:34][S:31](=[O:33])(=[O:32])[C:25]3[CH:26]=[CH:27][C:28]([Cl:30])=[CH:29][C:24]=3[N:23]=2)[C:10]=1[CH3:21], predict the reactants needed to synthesize it. The reactants are: C1(O[C:8](=O)[C:9]2[C:14]([OH:15])=[C:13]([C:16]([CH3:19])([CH3:18])[CH3:17])[CH:12]=[C:11]([Br:20])[C:10]=2[CH3:21])C=CC=CC=1.[NH2:23][C:24]1[CH:29]=[C:28]([Cl:30])[CH:27]=[CH:26][C:25]=1[S:31]([NH2:34])(=[O:33])=[O:32].BrCl. (2) The reactants are: [C:1]1([C@H:7]([C:9]([OH:11])=[O:10])[NH2:8])[CH:6]=[CH:5][CH:4]=[CH:3][CH:2]=1.[CH3:12][C:13]([O:16][C:17](O[C:17]([O:16][C:13]([CH3:15])([CH3:14])[CH3:12])=[O:18])=[O:18])([CH3:15])[CH3:14]. Given the product [C:13]([O:16][C:17]([NH:8][C@H:7]([C:1]1[CH:6]=[CH:5][CH:4]=[CH:3][CH:2]=1)[C:9]([OH:11])=[O:10])=[O:18])([CH3:15])([CH3:14])[CH3:12], predict the reactants needed to synthesize it.